Dataset: Reaction yield outcomes from USPTO patents with 853,638 reactions. Task: Predict the reaction yield, written as a fraction of the theoretical maximum amount of product (1.0 means a 100% yield; for example, 0.34 means a 34% yield). The reactants are [CH3:1][N:2]1[C:10](=[O:11])[C:9]2[NH:8][C:7](/[CH:12]=[CH:13]/[C:14]([OH:16])=[O:15])=[N:6][C:5]=2[N:4]([CH3:17])[C:3]1=[O:18].S(=O)(=O)(O)O.O.[CH2:25](O)[CH3:26]. No catalyst specified. The product is [CH3:1][N:2]1[C:10](=[O:11])[C:9]2[NH:8][C:7](/[CH:12]=[CH:13]/[C:14]([O:16][CH2:25][CH3:26])=[O:15])=[N:6][C:5]=2[N:4]([CH3:17])[C:3]1=[O:18]. The yield is 0.814.